From a dataset of Forward reaction prediction with 1.9M reactions from USPTO patents (1976-2016). Predict the product of the given reaction. (1) Given the reactants ClC1C=C([C:9]2[N:13]3[C:14]4[N:22]=[C:21]([O:23][CH3:24])[CH:20]=[CH:19][C:15]=4[N:16]=[C:17]([CH3:18])[C:12]3=[C:11]([CH3:25])[N:10]=2)C=C(Cl)C=1.[F:26][C:27]1[CH:32]=[CH:31][C:30]([C:33](=[O:36])[NH:34][CH3:35])=[CH:29][C:28]=1B(O)O.C([O-])([O-])=O.[K+].[K+], predict the reaction product. The product is: [F:26][C:27]1[CH:32]=[CH:31][C:30]([C:33]([NH:34][CH3:35])=[O:36])=[CH:29][C:28]=1[C:9]1[N:13]2[C:14]3[N:22]=[C:21]([O:23][CH3:24])[CH:20]=[CH:19][C:15]=3[N:16]=[C:17]([CH3:18])[C:12]2=[C:11]([CH3:25])[N:10]=1. (2) The product is: [C:23]([C:5]1[CH:4]=[C:3]([C:17]#[N:18])[N:2]([CH3:1])[C:6]=1[C:7]1[CH:8]=[C:9]2[C:13](=[CH:14][CH:15]=1)[C:12](=[O:16])[CH2:11][CH2:10]2)(=[O:25])[CH3:24]. Given the reactants [CH3:1][N:2]1[C:6]([C:7]2[CH:8]=[C:9]3[C:13](=[CH:14][CH:15]=2)[C:12](=[O:16])[CH2:11][CH2:10]3)=[CH:5][CH:4]=[C:3]1[C:17]#[N:18].[I-].[Sm+3].[I-].[I-].[C:23](Cl)(=[O:25])[CH3:24].Cl, predict the reaction product. (3) Given the reactants [C:1]([O:5][C:6]([N:8]1[CH2:12][CH2:11][CH2:10][C@@H:9]1[CH2:13][O:14][C:15]1[CH:20]=[CH:19][C:18]([OH:21])=[CH:17][CH:16]=1)=[O:7])([CH3:4])([CH3:3])[CH3:2].[F:22][C:23]1[CH:30]=[CH:29][C:26]([CH2:27]Br)=[CH:25][CH:24]=1, predict the reaction product. The product is: [C:1]([O:5][C:6]([N:8]1[CH2:12][CH2:11][CH2:10][C@@H:9]1[CH2:13][O:14][C:15]1[CH:20]=[CH:19][C:18]([O:21][CH2:27][C:26]2[CH:29]=[CH:30][C:23]([F:22])=[CH:24][CH:25]=2)=[CH:17][CH:16]=1)=[O:7])([CH3:4])([CH3:2])[CH3:3].